This data is from Full USPTO retrosynthesis dataset with 1.9M reactions from patents (1976-2016). The task is: Predict the reactants needed to synthesize the given product. The reactants are: [Cl:1][C:2]1[CH:7]=[CH:6][C:5]([NH:8][C:9]2[NH:13][C:12]3[CH:14]=[CH:15][C:16]([O:18][C:19]4[CH:24]=[CH:23][N:22]=[C:21](S(C)(=O)=O)[N:20]=4)=[CH:17][C:11]=3[N:10]=2)=[CH:4][C:3]=1[C:29]([F:32])([F:31])[F:30].[CH3:33][NH2:34]. Given the product [Cl:1][C:2]1[CH:7]=[CH:6][C:5]([NH:8][C:9]2[NH:13][C:12]3[CH:14]=[CH:15][C:16]([O:18][C:19]4[CH:24]=[CH:23][N:22]=[C:21]([NH:34][CH3:33])[N:20]=4)=[CH:17][C:11]=3[N:10]=2)=[CH:4][C:3]=1[C:29]([F:32])([F:31])[F:30], predict the reactants needed to synthesize it.